This data is from Forward reaction prediction with 1.9M reactions from USPTO patents (1976-2016). The task is: Predict the product of the given reaction. (1) The product is: [Cl:21][C:22]1[CH:23]=[CH:24][C:25]([C:28]2[CH:29]=[CH:30][C:31]([C:34]#[C:35][C:36]3[CH:37]=[CH:38][C:39](/[CH:42]=[CH:43]/[CH2:44][N:6]4[CH2:5][CH2:4][C:3]([C:2]([F:1])([F:10])[F:11])([OH:9])[CH2:8][CH2:7]4)=[CH:40][CH:41]=3)=[N:32][CH:33]=2)=[CH:26][CH:27]=1. Given the reactants [F:1][C:2]([F:11])([F:10])[C:3]1([OH:9])[CH2:8][CH2:7][NH:6][CH2:5][CH2:4]1.C(N(C(C)C)C(C)C)C.[Cl:21][C:22]1[CH:27]=[CH:26][C:25]([C:28]2[CH:29]=[CH:30][C:31]([C:34]#[C:35][C:36]3[CH:41]=[CH:40][C:39](/[CH:42]=[CH:43]/[CH2:44]Cl)=[CH:38][CH:37]=3)=[N:32][CH:33]=2)=[CH:24][CH:23]=1, predict the reaction product. (2) Given the reactants [OH:1][C@H:2]1[CH2:19][CH2:18][C@@:17]2([CH3:20])[C@@H:4]([CH2:5][CH2:6][C@:7]3([CH3:31])[C@@H:16]2[CH2:15][CH2:14][C@H:13]2[C@@:8]3([CH3:30])[CH2:9][CH2:10][C@@:11]3([C:27](O)=[O:28])[CH2:23][CH2:22][C@@H:21]([C:24]([CH3:26])=[CH2:25])[CH:12]32)[C:3]1([CH3:33])[CH3:32].CCN=C=NCCCN(C)C.C1C=CC2N(O)N=NC=2C=1.[NH2:55][C@H:56]1[CH2:59][C@@H:58]([C:60]([N:62]2[CH2:67][CH2:66][O:65][CH2:64][CH2:63]2)=[O:61])[C:57]1([CH3:69])[CH3:68], predict the reaction product. The product is: [CH3:68][C:57]1([CH3:69])[C@H:58]([C:60]([N:62]2[CH2:67][CH2:66][O:65][CH2:64][CH2:63]2)=[O:61])[CH2:59][C@@H:56]1[NH:55][C:27]([C@:11]12[CH2:23][CH2:22][C@@H:21]([C:24]([CH3:26])=[CH2:25])[CH:12]1[C@@H:13]1[C@@:8]([CH3:30])([CH2:9][CH2:10]2)[C@@:7]2([CH3:31])[C@@H:16]([C@:17]3([CH3:20])[C@@H:4]([CH2:5][CH2:6]2)[C:3]([CH3:33])([CH3:32])[C@@H:2]([OH:1])[CH2:19][CH2:18]3)[CH2:15][CH2:14]1)=[O:28]. (3) Given the reactants [C:1]([C:4]1[C:22](=[O:23])[C@@:8]2([CH3:24])[C:9]3[C:15]([OH:16])=[CH:14][C:13]([O:17][CH3:18])=[C:12]([C:19]([NH2:21])=[O:20])[C:10]=3[O:11][C:7]2=[CH:6][C:5]=1[OH:25])(=[O:3])[CH3:2].[F:26][C:27]1[CH:34]=[CH:33][C:32]([N+:35]([O-:37])=[O:36])=[CH:31][C:28]=1[CH:29]=O.C([SiH](CC)CC)C.FC(F)(F)C(O)=O, predict the reaction product. The product is: [C:1]([C:4]1[C:22](=[O:23])[C@@:8]2([CH3:24])[C:9]3[C:15]([OH:16])=[CH:14][C:13]([O:17][CH3:18])=[C:12]([C:19]([NH:21][CH2:29][C:28]4[CH:31]=[C:32]([N+:35]([O-:37])=[O:36])[CH:33]=[CH:34][C:27]=4[F:26])=[O:20])[C:10]=3[O:11][C:7]2=[CH:6][C:5]=1[OH:25])(=[O:3])[CH3:2]. (4) The product is: [Cl:1][C:2]1[CH:3]=[CH:4][C:5]([O:32][CH:33]([F:35])[F:34])=[C:6]([C:8]2[C:12]([NH:13][C:14]([C:16]3[CH:17]=[N:18][N:19]4[CH:24]=[CH:23][CH:22]=[N:21][C:20]=34)=[O:15])=[CH:11][N:10]([CH2:25][CH2:26][NH:27][CH2:28][C:29]3[CH:42]=[CH:43][N:39]=[CH:38][CH:37]=3)[N:9]=2)[CH:7]=1. Given the reactants [Cl:1][C:2]1[CH:3]=[CH:4][C:5]([O:32][CH:33]([F:35])[F:34])=[C:6]([C:8]2[C:12]([NH:13][C:14]([C:16]3[CH:17]=[N:18][N:19]4[CH:24]=[CH:23][CH:22]=[N:21][C:20]=34)=[O:15])=[CH:11][N:10]([CH2:25][CH2:26][NH:27][CH2:28][CH2:29]SC)[N:9]=2)[CH:7]=1.Br[CH2:37][CH2:38][N:39]1[CH:43]=[C:42](NC(C2C=NN3C=CC=NC=23)=O)C(C2C=C(Cl)C=CC=2OC(F)F)=N1.N1C=CC(CN)=CC=1, predict the reaction product. (5) Given the reactants [F:1][CH:2]([F:25])[C:3]1[N:8]2[N:9]=[CH:10][C:11]([C:12]([OH:14])=O)=[C:7]2[N:6]=[C:5]([C:15]2[CH:20]=[CH:19][C:18]([C:21]([F:24])([F:23])[F:22])=[CH:17][CH:16]=2)[CH:4]=1.[NH2:26][C:27]1[CH:28]=[C:29]([S:33]([NH:36][CH2:37][C:38]2[CH:43]=[CH:42][CH:41]=[CH:40][CH:39]=2)(=[O:35])=[O:34])[CH:30]=[CH:31][CH:32]=1, predict the reaction product. The product is: [CH2:37]([NH:36][S:33]([C:29]1[CH:28]=[C:27]([NH:26][C:12]([C:11]2[CH:10]=[N:9][N:8]3[C:3]([CH:2]([F:1])[F:25])=[CH:4][C:5]([C:15]4[CH:20]=[CH:19][C:18]([C:21]([F:23])([F:24])[F:22])=[CH:17][CH:16]=4)=[N:6][C:7]=23)=[O:14])[CH:32]=[CH:31][CH:30]=1)(=[O:35])=[O:34])[C:38]1[CH:43]=[CH:42][CH:41]=[CH:40][CH:39]=1.